Dataset: Full USPTO retrosynthesis dataset with 1.9M reactions from patents (1976-2016). Task: Predict the reactants needed to synthesize the given product. (1) The reactants are: [CH3:1][O:2][C:3]1[CH:22]=[C:21]([N+:23]([O-])=O)[CH:20]=[CH:19][C:4]=1[O:5][CH2:6][C:7]([CH3:18])([O:9][CH2:10][O:11][CH2:12][CH2:13][Si:14]([CH3:17])([CH3:16])[CH3:15])[CH3:8]. Given the product [CH3:1][O:2][C:3]1[CH:22]=[C:21]([CH:20]=[CH:19][C:4]=1[O:5][CH2:6][C:7]([CH3:18])([O:9][CH2:10][O:11][CH2:12][CH2:13][Si:14]([CH3:16])([CH3:15])[CH3:17])[CH3:8])[NH2:23], predict the reactants needed to synthesize it. (2) Given the product [Cl:21][C:17]1[CH:16]=[C:15]([N:12]2[N:11]=[C:10]([C@H:8]([OH:7])[CH3:9])[CH:14]=[N:13]2)[CH:20]=[CH:19][CH:18]=1, predict the reactants needed to synthesize it. The reactants are: O.[OH-].[Li+].C([O:7][C@@H:8]([C:10]1[CH:14]=[N:13][N:12]([C:15]2[CH:20]=[CH:19][CH:18]=[C:17]([Cl:21])[CH:16]=2)[N:11]=1)[CH3:9])(=O)C. (3) Given the product [CH3:17][O:16][C:8]1[CH:9]=[C:10]([C:12]([F:13])([F:14])[F:15])[CH:11]=[C:3]([C:2]([F:1])([F:18])[F:19])[C:4]=1[C:5]([NH:66][C@@H:61]1[CH2:62][CH2:63][CH2:64][CH2:65][C@@H:60]1[N:55]1[CH2:56][CH2:57][CH2:58][CH2:59]1)=[O:6], predict the reactants needed to synthesize it. The reactants are: [F:1][C:2]([F:19])([F:18])[C:3]1[CH:11]=[C:10]([C:12]([F:15])([F:14])[F:13])[CH:9]=[C:8]([O:16][CH3:17])[C:4]=1[C:5](O)=[O:6].C(N(CC)C(C)C)(C)C.F[P-](F)(F)(F)(F)F.N1(OC(N(C)C)=[N+](C)C)C2N=CC=CC=2N=N1.Cl.Cl.[N:55]1([C@H:60]2[CH2:65][CH2:64][CH2:63][CH2:62][C@H:61]2[NH2:66])[CH2:59][CH2:58][CH2:57][CH2:56]1. (4) Given the product [CH3:8][CH:7]([CH3:9])[CH2:6][CH:5]([C:10]1[CH:11]=[C:12]([C:32]2[CH:37]=[CH:36][C:35]([C:38]([F:41])([F:39])[F:40])=[CH:34][CH:33]=2)[CH:13]=[C:14]([CH:16]2[CH2:17][CH2:18][N:19]([C:22]3[CH:27]=[CH:26][C:25]([C:28]([F:30])([F:29])[F:31])=[CH:24][CH:23]=3)[CH2:20][CH2:21]2)[CH:15]=1)[C:4]([OH:42])=[O:3], predict the reactants needed to synthesize it. The reactants are: C([O:3][C:4](=[O:42])[CH:5]([C:10]1[CH:11]=[C:12]([C:32]2[CH:37]=[CH:36][C:35]([C:38]([F:41])([F:40])[F:39])=[CH:34][CH:33]=2)[CH:13]=[C:14]([CH:16]2[CH2:21][CH2:20][N:19]([C:22]3[CH:27]=[CH:26][C:25]([C:28]([F:31])([F:30])[F:29])=[CH:24][CH:23]=3)[CH2:18][CH2:17]2)[CH:15]=1)[CH2:6][CH:7]([CH3:9])[CH3:8])C.[OH-].[Na+]. (5) Given the product [CH3:1][O:2][CH2:3][O:4][C@@H:5]1[CH2:22][CH2:21][C@@:20]2([CH3:23])[C@@H:7]([CH2:8][CH2:9][C@@H:10]3[C@@H:19]2[C@@H:18]([OH:24])[CH2:17][C@@:15]2([CH3:16])[C@H:11]3[CH2:12][CH2:13][C:14]2=[CH2:25])[CH2:6]1, predict the reactants needed to synthesize it. The reactants are: [CH3:1][O:2][CH2:3][O:4][C@@H:5]1[CH2:22][CH2:21][C@@:20]2([CH3:23])[C@@H:7]([CH2:8][CH2:9][C@@H:10]3[C@@H:19]2[C:18](=[O:24])[CH2:17][C@@:15]2([CH3:16])[C@H:11]3[CH2:12][CH2:13][C:14]2=[CH2:25])[CH2:6]1.[H-].[H-].[H-].[H-].[Li+].[Al+3].O.[OH-].[Na+].